Dataset: Full USPTO retrosynthesis dataset with 1.9M reactions from patents (1976-2016). Task: Predict the reactants needed to synthesize the given product. (1) Given the product [Cl:17][C:5]1[C:6]([CH2:8][C:9]2[CH:14]=[CH:13][C:12]([CH2:15][CH3:16])=[CH:11][CH:10]=2)=[CH:7][C:2]([C@H:30]2[C@H:29]([OH:28])[C@@H:34]([OH:35])[C@H:33]([OH:40])[C@@H:32]([CH2:45][OH:46])[O:31]2)=[C:3]([O:18][CH2:19][CH2:20][O:21][C:22]([F:25])([F:24])[F:23])[CH:4]=1, predict the reactants needed to synthesize it. The reactants are: Br[C:2]1[CH:7]=[C:6]([CH2:8][C:9]2[CH:14]=[CH:13][C:12]([CH2:15][CH3:16])=[CH:11][CH:10]=2)[C:5]([Cl:17])=[CH:4][C:3]=1[O:18][CH2:19][CH2:20][O:21][C:22]([F:25])([F:24])[F:23].C[Si](C)(C)[O:28][C@@H:29]1[C@@H:34]([O:35][Si](C)(C)C)[C@H:33]([O:40][Si](C)(C)C)[C@@H:32]([CH2:45][O:46][Si](C)(C)C)[O:31][C:30]1=O.[Li]CCCC.CS(O)(=O)=O.[SiH](CC)(CC)CC.B(F)(F)F.CCOCC. (2) Given the product [Cl:1][C:2]1[N:3]=[C:4]([N:14]2[CH2:15][CH2:16][N:17]([CH3:20])[CH2:18][CH2:19]2)[CH:5]=[C:6]([C:8]2[S:9][CH:10]=[CH:11][CH:12]=2)[N:7]=1, predict the reactants needed to synthesize it. The reactants are: [Cl:1][C:2]1[N:7]=[C:6]([C:8]2[S:9][CH:10]=[CH:11][C:12]=2Cl)[CH:5]=[C:4]([N:14]2[CH2:19][CH2:18][N:17]([CH3:20])[CH2:16][CH2:15]2)[N:3]=1.